This data is from Drug-target binding data from BindingDB using IC50 measurements. The task is: Regression. Given a target protein amino acid sequence and a drug SMILES string, predict the binding affinity score between them. We predict pIC50 (pIC50 = -log10(IC50 in M); higher means more potent). Dataset: bindingdb_ic50. (1) The drug is O=C(COc1cccc2[nH]cc(Sc3ccc(Cl)c(Cl)c3)c12)NS(=O)(=O)c1cc(Cl)c(Cl)s1. The target protein (P43115) has sequence MKETRGYGGDAPFCTRLNHSYTGMWAPERSAEARGNLTRPPGSGEDCGSVSVAFPITMLLTGFVGNALAMLLVSRSYRRRESKRKKSFLLCIGWLALTDLVGQLLTTPVVIVVYLSKQRWEHIDPSGRLCTFFGLTMTVFGLSSLFIASAMAVERALAIRAPHWYASHMKTRATRAVLLGVWLAVLAFALLPVLGVGQYTVQWPGTWCFISTGRGGNGTSSSHNWGNLFFASAFAFLGLLALTVTFSCNLATIKALVSRCRAKATASQSSAQWGRITTETAIQLMGIMCVLSVCWSPLLIMMLKMIFNQTSVEHCKTHTEKQKECNFFLIAVRLASLNQILDPWVYLLLRKILLRKFCQIRYHTNNYASSSTSLPCQCSSTLMWSDHLER. The pIC50 is 9.4. (2) The drug is Cc1nc(C(CC(=O)O)c2cccc(Br)c2)sc1C. The target protein sequence is PDQDEIQRLPGLAKQPSFRQYSGYLKGSGSKHLHYWFVESQKDPENSPVVLWLNGGPGCSSLDGLLTEHGPFLVQPDGVTLEYNPYSWNLIANVLYLESPAGVGFSYSDDKFYATNDTEVAQSNFEALQDFFRLFPEYKNNKLFLTGESYAGIYIPTLAVLVMQDPSMNLQGLAVGNGLSSYEQNDNSLVYFAYYHGLLGNRLWSSLQTHCCSQNKCNFYDNKDLECVTNLQEVARIVGNSGLNIYNLYAPCAGGVPSHFRYEKDTVVVQDLGNIFTRLPLKRMWHQALLRSGDKVRMDPPCTNTTAASTYLNNPYVRKALNIPEQLPQWDMCNFLVNLQYRRLYRSMNSQYLKLLSSQKYQILLYNGDVDMACNFMGDEWFVDSLNQKMEVQRRPWLVKYGDSGEQIAGFVKEFSHIAFLTIKGAGHMVPTDKPLAAFTMFSRFLNKQPY. The pIC50 is 5.1.